From a dataset of Cav3 T-type calcium channel HTS with 100,875 compounds. Binary Classification. Given a drug SMILES string, predict its activity (active/inactive) in a high-throughput screening assay against a specified biological target. (1) The compound is s1c(C(=O)CCC(OCC(=O)c2c(n(c(=O)n(c2=O)C)C)N)=O)ccc1. The result is 0 (inactive). (2) The molecule is O=C1N(Cc2ccc(OC)cc2)C(Nc2c(c(ccc2)C)C)=NC1. The result is 0 (inactive). (3) The compound is O=C(NCCN1C(CN2C(CN=C12)C)Cc1ccc(O)cc1)CCC1CCCCC1. The result is 0 (inactive). (4) The molecule is S(c1n(nnn1)C1CCCCC1)C1CC(=O)N(C1=O)c1ccccc1. The result is 0 (inactive). (5) The result is 0 (inactive). The drug is S(Oc1c(OC)cc(cc1OC)C=O)(=O)(=O)c1ccc(NC(=O)C)cc1. (6) The molecule is S(=O)(=O)(NCCc1c(Oc2ccccc2)n(nc1C)C)c1ccc(F)cc1. The result is 0 (inactive). (7) The molecule is o1c(c(NC(=O)C)c2c1cccc2)C(=O)c1ccc(OC)cc1. The result is 0 (inactive).